Dataset: NCI-60 drug combinations with 297,098 pairs across 59 cell lines. Task: Regression. Given two drug SMILES strings and cell line genomic features, predict the synergy score measuring deviation from expected non-interaction effect. (1) Drug 1: CC1=CC2C(CCC3(C2CCC3(C(=O)C)OC(=O)C)C)C4(C1=CC(=O)CC4)C. Drug 2: C1CNP(=O)(OC1)N(CCCl)CCCl. Cell line: DU-145. Synergy scores: CSS=-6.56, Synergy_ZIP=2.03, Synergy_Bliss=-3.63, Synergy_Loewe=-8.84, Synergy_HSA=-8.56. (2) Drug 1: CC=C1C(=O)NC(C(=O)OC2CC(=O)NC(C(=O)NC(CSSCCC=C2)C(=O)N1)C(C)C)C(C)C. Drug 2: CS(=O)(=O)OCCCCOS(=O)(=O)C. Cell line: EKVX. Synergy scores: CSS=8.61, Synergy_ZIP=-0.558, Synergy_Bliss=0.726, Synergy_Loewe=-3.21, Synergy_HSA=-0.663.